The task is: Predict which catalyst facilitates the given reaction.. This data is from Catalyst prediction with 721,799 reactions and 888 catalyst types from USPTO. (1) Reactant: C(=O)([O-])[O-].[Cs+].[Cs+].[F:7][C:8]1[CH:9]=[C:10]2[C:15](=[CH:16][C:17]=1[OH:18])[N:14]=[CH:13][N:12]=[C:11]2[NH:19][C:20]1[CH:24]=[C:23]([CH2:25][C:26]([NH:28][C:29]2[CH:34]=[CH:33][CH:32]=[C:31]([F:35])[CH:30]=2)=[O:27])[NH:22][N:21]=1.Br[CH2:37][CH2:38][CH2:39][Cl:40].O. Product: [Cl:40][CH2:39][CH2:38][CH2:37][O:18][C:17]1[CH:16]=[C:15]2[C:10]([C:11]([NH:19][C:20]3[CH:24]=[C:23]([CH2:25][C:26]([NH:28][C:29]4[CH:34]=[CH:33][CH:32]=[C:31]([F:35])[CH:30]=4)=[O:27])[NH:22][N:21]=3)=[N:12][CH:13]=[N:14]2)=[CH:9][C:8]=1[F:7]. The catalyst class is: 204. (2) The catalyst class is: 15. Product: [Br:1][C:16]1[CH:17]=[C:12]([C:10]([C:7]2[CH:6]=[CH:5][C:4]([Cl:3])=[CH:9][CH:8]=2)=[O:11])[CH:13]=[N:14][C:15]=1[NH:18][CH3:19]. Reactant: [Br:1]Br.[Cl:3][C:4]1[CH:9]=[CH:8][C:7]([C:10]([C:12]2[CH:13]=[N:14][C:15]([NH:18][CH3:19])=[CH:16][CH:17]=2)=[O:11])=[CH:6][CH:5]=1.C([O-])(O)=O.[Na+]. (3) Reactant: [NH2:1][C:2]1[CH:7]=[C:6]([CH3:8])[CH:5]=[CH:4][N:3]=1.Br[CH2:10][C:11]([C:13]1[CH:18]=[CH:17][C:16]([CH3:19])=[CH:15][CH:14]=1)=O.[OH-].[Na+]. The catalyst class is: 8. Product: [CH3:8][C:6]1[CH:5]=[CH:4][N:3]2[CH:10]=[C:11]([C:13]3[CH:18]=[CH:17][C:16]([CH3:19])=[CH:15][CH:14]=3)[N:1]=[C:2]2[CH:7]=1. (4) Reactant: CC(C)([O-])C.[Na+].Br[CH2:8][CH2:9][CH2:10][CH2:11][C:12]([NH:14][C:15]1[CH:20]=[CH:19][C:18]([I:21])=[CH:17][CH:16]=1)=[O:13].C1(C)C=CC=CC=1.Cl. Product: [I:21][C:18]1[CH:19]=[CH:20][C:15]([N:14]2[CH2:8][CH2:9][CH2:10][CH2:11][C:12]2=[O:13])=[CH:16][CH:17]=1. The catalyst class is: 6. (5) Reactant: Cl[CH2:2][C:3]1[N:12]([C:13]2[CH:18]=[CH:17][CH:16]=[CH:15][C:14]=2[Cl:19])[C:11](=[O:20])[C:10]2[C:5](=[CH:6][C:7]([N+:21]([O-:23])=[O:22])=[CH:8][CH:9]=2)[N:4]=1.O.[SH:25][C:26]1[N:34]=[CH:33][N:32]=[C:31]2[C:27]=1[NH:28][CH:29]=[N:30]2.C([O-])([O-])=O.[K+].[K+]. Product: [Cl:19][C:14]1[CH:15]=[CH:16][CH:17]=[CH:18][C:13]=1[N:12]1[C:11](=[O:20])[C:10]2[C:5](=[CH:6][C:7]([N+:21]([O-:23])=[O:22])=[CH:8][CH:9]=2)[N:4]=[C:3]1[CH2:2][S:25][C:26]1[N:34]=[CH:33][N:32]=[C:31]2[C:27]=1[N:28]=[CH:29][NH:30]2. The catalyst class is: 3.